This data is from Full USPTO retrosynthesis dataset with 1.9M reactions from patents (1976-2016). The task is: Predict the reactants needed to synthesize the given product. (1) The reactants are: Cl[CH2:2][CH2:3][O:4][C:5]1[C:13]2[C:8](=[N:9][CH:10]=[N:11][C:12]=2[NH:14][C:15]2[CH:20]=[CH:19][C:18]([O:21][C:22]3[CH:23]=[N:24][C:25]([CH3:28])=[CH:26][CH:27]=3)=[C:17]([CH3:29])[CH:16]=2)[NH:7][N:6]=1.[NH:30]1[CH2:34][CH2:33][CH2:32][CH2:31]1. Given the product [CH3:29][C:17]1[CH:16]=[C:15]([NH:14][C:12]2[N:11]=[CH:10][N:9]=[C:8]3[NH:7][N:6]=[C:5]([O:4][CH2:3][CH2:2][N:30]4[CH2:34][CH2:33][CH2:32][CH2:31]4)[C:13]=23)[CH:20]=[CH:19][C:18]=1[O:21][C:22]1[CH:23]=[N:24][C:25]([CH3:28])=[CH:26][CH:27]=1, predict the reactants needed to synthesize it. (2) Given the product [CH3:11][CH:9]([O:8][C:6]1[CH:5]=[C:4]([C:12]([NH:14][C:15]2[N:20]=[CH:19][C:18]([C:21]([O:23][CH3:24])=[O:22])=[CH:17][CH:16]=2)=[O:13])[CH:3]=[C:2]([O:1][C:28]2[CH:27]=[C:26]([F:25])[CH:31]=[C:30]([F:32])[CH:29]=2)[CH:7]=1)[CH3:10], predict the reactants needed to synthesize it. The reactants are: [OH:1][C:2]1[CH:3]=[C:4]([C:12]([NH:14][C:15]2[N:20]=[CH:19][C:18]([C:21]([O:23][CH3:24])=[O:22])=[CH:17][CH:16]=2)=[O:13])[CH:5]=[C:6]([O:8][CH:9]([CH3:11])[CH3:10])[CH:7]=1.[F:25][C:26]1[CH:27]=[C:28](B(O)O)[CH:29]=[C:30]([F:32])[CH:31]=1. (3) Given the product [NH2:23][C:3]([CH:4]1[CH2:12][C:11]2[C:6](=[CH:7][CH:8]=[C:9]([CH2:13][CH2:14][CH2:15][CH2:16][CH2:17][CH2:18][CH2:19][CH3:20])[CH:10]=2)[CH2:5]1)([CH2:21][OH:22])[CH2:2][OH:1], predict the reactants needed to synthesize it. The reactants are: [OH:1][CH2:2][C:3]([NH:23]C(=O)C)([CH2:21][OH:22])[CH:4]1[CH2:12][C:11]2[C:6](=[CH:7][CH:8]=[C:9]([CH2:13][CH2:14][CH2:15][CH2:16][CH2:17][CH2:18][CH2:19][CH3:20])[CH:10]=2)[CH2:5]1.[Li+].[OH-]. (4) Given the product [CH3:30][C:27]1[CH:28]=[CH:29][C:24]([C:23]2[N:22]=[C:5]([CH2:4][CH2:3][C:2](=[O:1])[CH3:8])[O:7][N:34]=2)=[CH:25][C:26]=1[N+:31]([O-:33])=[O:32], predict the reactants needed to synthesize it. The reactants are: [O:1]=[C:2]([CH3:8])[CH2:3][CH2:4][C:5]([OH:7])=O.C1N=CN(C(N2C=NC=C2)=O)C=1.O/[N:22]=[C:23](\[NH2:34])/[C:24]1[CH:29]=[CH:28][C:27]([CH3:30])=[C:26]([N+:31]([O-:33])=[O:32])[CH:25]=1.O. (5) Given the product [CH3:1][O:2][C:3]1[C:4]([CH3:31])=[C:5]([C:22]([O:29][CH3:30])=[C:23]([O:27][CH3:28])[C:24]=1[O:25][CH3:26])[CH2:6][C:7]1[CH:8]=[CH:9][C:10]([C:16]2[CH:17]=[CH:18][N:19]=[CH:20][CH:21]=2)=[C:11]([CH:15]=1)[C:12]([NH:37][CH:34]([CH2:35][CH3:36])[CH2:32][CH3:33])=[O:13], predict the reactants needed to synthesize it. The reactants are: [CH3:1][O:2][C:3]1[C:4]([CH3:31])=[C:5]([C:22]([O:29][CH3:30])=[C:23]([O:27][CH3:28])[C:24]=1[O:25][CH3:26])[CH2:6][C:7]1[CH:8]=[CH:9][C:10]([C:16]2[CH:21]=[CH:20][N:19]=[CH:18][CH:17]=2)=[C:11]([CH:15]=1)[C:12](O)=[O:13].[CH2:32]([CH:34]([NH2:37])[CH2:35][CH3:36])[CH3:33].CCN=C=NCCCN(C)C.Cl. (6) The reactants are: [F:1][C:2]1[N:7]=[CH:6][C:5]([CH2:8][N:9]2[CH2:14][CH2:13][CH:12]([OH:15])[CH2:11][CH2:10]2)=[C:4](I)[CH:3]=1.[N:17]1([CH2:22][CH2:23][NH:24][C:25]2[N:30]=[C:29]([C:31]3[S:35][C:34]4[C:36](B5OC(C)(C)C(C)(C)O5)=[CH:37][CH:38]=[CH:39][C:33]=4[CH:32]=3)[C:28]([F:49])=[CH:27][N:26]=2)[CH:21]=[CH:20][N:19]=[N:18]1.[C:50](=[O:53])([O-:52])[O-:51].[Na+].[Na+]. Given the product [C:50](=[O:51])([OH:53])[O-:52].[NH4+:7].[N:17]1([CH2:22][CH2:23][NH:24][C:25]2[N:30]=[C:29]([C:31]3[S:35][C:34]4[C:36]([C:4]5[CH:3]=[C:2]([F:1])[N:7]=[CH:6][C:5]=5[CH2:8][N:9]5[CH2:14][CH2:13][CH:12]([OH:15])[CH2:11][CH2:10]5)=[CH:37][CH:38]=[CH:39][C:33]=4[CH:32]=3)[C:28]([F:49])=[CH:27][N:26]=2)[CH:21]=[CH:20][N:19]=[N:18]1, predict the reactants needed to synthesize it. (7) Given the product [ClH:21].[Cl:21][C:15]1[CH:16]=[C:17]([F:20])[CH:18]=[CH:19][C:14]=1[N:7]1[C:8]2[CH:13]=[CH:12][CH:11]=[CH:10][C:9]=2[N:5]([CH2:4][CH2:3][CH2:2][NH:25][CH3:24])[S:6]1(=[O:23])=[O:22], predict the reactants needed to synthesize it. The reactants are: Br[CH2:2][CH2:3][CH2:4][N:5]1[C:9]2[CH:10]=[CH:11][CH:12]=[CH:13][C:8]=2[N:7]([C:14]2[CH:19]=[CH:18][C:17]([F:20])=[CH:16][C:15]=2[Cl:21])[S:6]1(=[O:23])=[O:22].[CH3:24][NH2:25]. (8) Given the product [F:11][C:8]([F:9])([F:10])[C:5]1[CH:6]=[CH:7][C:2]([O:1][CH2:13][CH2:14][CH2:15][OH:16])=[CH:3][CH:4]=1, predict the reactants needed to synthesize it. The reactants are: [OH:1][C:2]1[CH:7]=[CH:6][C:5]([C:8]([F:11])([F:10])[F:9])=[CH:4][CH:3]=1.Br[CH2:13][CH2:14][CH2:15][OH:16].C(=O)([O-])[O-].[Cs+].[Cs+].O.